Dataset: Experimentally validated miRNA-target interactions with 360,000+ pairs, plus equal number of negative samples. Task: Binary Classification. Given a miRNA mature sequence and a target amino acid sequence, predict their likelihood of interaction. (1) The miRNA is hsa-miR-653-5p with sequence GUGUUGAAACAAUCUCUACUG. The protein sequence of the target gene is MQIFVKTLTGKTITLEVEPSDTIENVKAKIQDKEGIPPDQQRLIFAGKQLEDGRTLSDYNIQKESTLHLVLRLRGGMQIFVKTLTGKTITLEVEPSDTIENVKAKIQDKEGIPPDQQRLIFAGKQLEDGRTLSDYNIQKESTLHLVLRLRGGMQIFVKTLTGKTITLEVEPSDTIENVKAKIQDKEGIPPDQQRLIFAGKQLEDGRTLSDYNIQKESTLHLVLRLRGGMQIFVKTLTGKTITLEVEPSDTIENVKAKIQDKEGIPPDQQRLIFAGKQLEDGRTLSDYNIQKESTLHLVLR.... Result: 1 (interaction). (2) The miRNA is hsa-miR-6769b-5p with sequence UGGUGGGUGGGGAGGAGAAGUGC. The protein sequence of the target gene is MSGFNFGGTGAPTGGFTFGTAKTATTTPATGFSFSTSGTGGFNFGAPFQPATSTPSTGLFSLATQTPATQTTGFTFGTATLASGGTGFSLGIGASKLNLSNTAATPAMANPSGFGLGSSNLTNAISSTVTSSQGTAPTGFVFGPSTTSVAPATTSGGFSFTGGSTAQPSGFNIGSAGNSAQPTAPATLPFTPATPAATTAGATQPAAPTPTATITSTGPSLFASIATAPTSSATTGLSLCTPVTTAGAPTAGTQGFSLKAPGAASGTSTTTSTAATATATTTSSSSTTGFALNLKPLAPA.... Result: 1 (interaction).